From a dataset of Forward reaction prediction with 1.9M reactions from USPTO patents (1976-2016). Predict the product of the given reaction. (1) Given the reactants [CH3:1][O:2][C:3](=[O:20])[C:4]1[CH:9]=[CH:8][CH:7]=[C:6]([C:10](=[O:19])[CH2:11][C:12](OC(C)(C)C)=O)[CH:5]=1.[H-].[Na+], predict the reaction product. The product is: [CH3:1][O:2][C:3](=[O:20])[C:4]1[CH:9]=[CH:8][CH:7]=[C:6]([C:10](=[O:19])[CH2:11][CH3:12])[CH:5]=1. (2) Given the reactants C(OC([N:8]1[CH2:13][CH2:12][CH:11]([NH:14][C:15]2[N:20]=[C:19]([C:21]([F:24])([F:23])[F:22])[C:18]([C:25](=[O:34])[NH:26][C:27]3[CH:32]=[CH:31][C:30]([Cl:33])=[CH:29][CH:28]=3)=[CH:17][N:16]=2)[CH2:10][CH2:9]1)=O)(C)(C)C, predict the reaction product. The product is: [ClH:33].[ClH:33].[Cl:33][C:30]1[CH:31]=[CH:32][C:27]([NH:26][C:25]([C:18]2[C:19]([C:21]([F:22])([F:23])[F:24])=[N:20][C:15]([NH:14][CH:11]3[CH2:12][CH2:13][NH:8][CH2:9][CH2:10]3)=[N:16][CH:17]=2)=[O:34])=[CH:28][CH:29]=1. (3) Given the reactants C(Cl)CCl.[O:5]=[C:6]1[NH:12][C:11]2[N:13]=[CH:14][C:15](/[CH:17]=[CH:18]/[C:19]([OH:21])=O)=[CH:16][C:10]=2[NH:9][CH2:8][CH2:7]1.C1C=CC2N(O)N=NC=2C=1.[CH3:32][O:33][C:34]1[C:35]([O:43][CH2:44][CH2:45][CH3:46])=[C:36]([CH2:40][NH:41][CH3:42])[CH:37]=[CH:38][CH:39]=1.C(N(C(C)C)C(C)C)C, predict the reaction product. The product is: [CH3:32][O:33][C:34]1[C:35]([O:43][CH2:44][CH2:45][CH3:46])=[C:36]([CH:37]=[CH:38][CH:39]=1)[CH2:40][N:41]([CH3:42])[C:19](=[O:21])/[CH:18]=[CH:17]/[C:15]1[CH:14]=[N:13][C:11]2[NH:12][C:6](=[O:5])[CH2:7][CH2:8][NH:9][C:10]=2[CH:16]=1. (4) Given the reactants [CH3:1][N:2]1[CH2:7][CH2:6][N:5]([C:8]2[C:13]([N+:14]([O-])=O)=[C:12]([NH:17][C:18]([C:20]3[N:21]([CH3:30])[N:22]=[C:23]([C:26]([CH3:29])([CH3:28])[CH3:27])[C:24]=3[Cl:25])=O)[CH:11]=[C:10]([C:31]3[CH:36]=[CH:35][CH:34]=[CH:33][C:32]=3[C:37]([F:40])([F:39])[F:38])[N:9]=2)[CH2:4][CH2:3]1, predict the reaction product. The product is: [C:26]([C:23]1[C:24]([Cl:25])=[C:20]([C:18]2[NH:14][C:13]3[C:8]([N:5]4[CH2:4][CH2:3][N:2]([CH3:1])[CH2:7][CH2:6]4)=[N:9][C:10]([C:31]4[CH:36]=[CH:35][CH:34]=[CH:33][C:32]=4[C:37]([F:39])([F:40])[F:38])=[CH:11][C:12]=3[N:17]=2)[N:21]([CH3:30])[N:22]=1)([CH3:28])([CH3:27])[CH3:29]. (5) Given the reactants [CH:1]([C:3]1[CH:10]=[CH:9][C:6]([C:7]#[N:8])=[CH:5][CH:4]=1)=[O:2].[C:11]1(C)C=CC(S(O)(=O)=O)=CC=1.[C:22](OCC)(=[O:24])C, predict the reaction product. The product is: [CH3:11][O:2][CH:1]([O:24][CH3:22])[C:3]1[CH:10]=[CH:9][C:6]([C:7]#[N:8])=[CH:5][CH:4]=1. (6) The product is: [Cl:18][C:15]1[CH:16]=[CH:17][C:12]([CH2:11][N:10]2[C:9]3[C:8](=[O:19])[N:7]([CH2:20][CH2:21][CH2:22][OH:23])[C:6](=[O:24])[N:5]([CH2:25][CH3:26])[C:4]=3[N:3]=[C:2]2[O:34][C:30]2[CH:31]=[N:32][CH:33]=[C:28]([CH3:27])[CH:29]=2)=[CH:13][CH:14]=1. Given the reactants Cl[C:2]1[N:10]([CH2:11][C:12]2[CH:17]=[CH:16][C:15]([Cl:18])=[CH:14][CH:13]=2)[C:9]2[C:8](=[O:19])[N:7]([CH2:20][CH2:21][CH2:22][OH:23])[C:6](=[O:24])[N:5]([CH2:25][CH3:26])[C:4]=2[N:3]=1.[CH3:27][C:28]1[CH:29]=[C:30]([OH:34])[CH:31]=[N:32][CH:33]=1.C(=O)([O-])[O-].[K+].[K+], predict the reaction product. (7) Given the reactants [F:1][C:2]1([F:22])[CH2:7][CH2:6][CH2:5][CH:4]([C:8]2[CH:13]=[CH:12][C:11]([O:14]COC)=[CH:10][C:9]=2[O:18]COC)[CH2:3]1, predict the reaction product. The product is: [F:1][C:2]1([F:22])[CH2:7][CH2:6][CH2:5][CH:4]([C:8]2[CH:13]=[CH:12][C:11]([OH:14])=[CH:10][C:9]=2[OH:18])[CH2:3]1.